Predict the reaction yield, written as a fraction of the theoretical maximum amount of product (1.0 means a 100% yield; for example, 0.34 means a 34% yield). From a dataset of Reaction yield outcomes from USPTO patents with 853,638 reactions. (1) The reactants are [Cl:1][C:2]1[C:6]([Cl:7])=[C:5]([C:8]([OH:10])=O)[S:4][N:3]=1.[F:11][C:12]1[C:13]([NH2:27])=[N:14][C:15]([O:18][CH2:19][C:20]2[CH:25]=[CH:24][C:23]([F:26])=[CH:22][CH:21]=2)=[N:16][CH:17]=1.[Li+].C[Si]([N-][Si](C)(C)C)(C)C.ClN1C(Cl)=C(C(Cl)=O)SC1. The catalyst is C(Cl)(=O)C(Cl)=O.CN(C)C=O.C1COCC1.O. The product is [F:11][C:12]1[C:13]([NH:27][C:8]([C:5]2[S:4][N:3]=[C:2]([Cl:1])[C:6]=2[Cl:7])=[O:10])=[N:14][C:15]([O:18][CH2:19][C:20]2[CH:21]=[CH:22][C:23]([F:26])=[CH:24][CH:25]=2)=[N:16][CH:17]=1. The yield is 0.120. (2) The reactants are Br[CH2:2][C:3]([C:5]1[C:6]([CH3:11])=[N:7][O:8][C:9]=1[CH3:10])=[O:4].C([O-])([O-])=O.[K+].[K+].[CH3:18][C:19]1[CH:24]=[C:23]([CH3:25])[CH:22]=[CH:21][C:20]=1[CH:26]([C:38]1[CH:43]=[CH:42][CH:41]=[CH:40][CH:39]=1)[NH:27][C:28](=[O:37])[CH2:29][C:30]1[CH:35]=[CH:34][C:33]([OH:36])=[CH:32][CH:31]=1.O. The catalyst is CC#N. The product is [CH3:11][C:6]1[C:5]([C:3](=[O:4])[CH2:2][O:36][C:33]2[CH:34]=[CH:35][C:30]([CH2:29][C:28]([NH:27][CH:26]([C:20]3[CH:21]=[CH:22][C:23]([CH3:25])=[CH:24][C:19]=3[CH3:18])[C:38]3[CH:43]=[CH:42][CH:41]=[CH:40][CH:39]=3)=[O:37])=[CH:31][CH:32]=2)=[C:9]([CH3:10])[O:8][N:7]=1. The yield is 0.600. (3) The reactants are [Cl:1][C:2]1[CH:7]=[CH:6][CH:5]=[C:4]([Cl:8])[C:3]=1[CH2:9][CH2:10][OH:11].C(OI1(OC(=O)C)(OC(=O)C)C2C(=CC=CC=2)C(=O)O1)(=O)C.C([O-])(O)=O.[Na+].[O-]S([O-])(=S)=O.[Na+].[Na+]. The catalyst is C(Cl)Cl. The product is [Cl:1][C:2]1[CH:7]=[CH:6][CH:5]=[C:4]([Cl:8])[C:3]=1[CH2:9][CH:10]=[O:11]. The yield is 0.700.